This data is from Peptide-MHC class I binding affinity with 185,985 pairs from IEDB/IMGT. The task is: Regression. Given a peptide amino acid sequence and an MHC pseudo amino acid sequence, predict their binding affinity value. This is MHC class I binding data. (1) The peptide sequence is KVAPAPAVV. The MHC is Mamu-B3901 with pseudo-sequence Mamu-B3901. The binding affinity (normalized) is 0. (2) The peptide sequence is NPTQAPVIQLHAVY. The MHC is HLA-B45:01 with pseudo-sequence HLA-B45:01. The binding affinity (normalized) is 0.0711. (3) The binding affinity (normalized) is 0.595. The MHC is HLA-B44:02 with pseudo-sequence HLA-B44:02. The peptide sequence is AEIRASANLA. (4) The peptide sequence is QPEWFRNVL. The MHC is HLA-B58:01 with pseudo-sequence HLA-B58:01. The binding affinity (normalized) is 0.0847. (5) The peptide sequence is TMLFTMLRK. The MHC is HLA-A03:01 with pseudo-sequence HLA-A03:01. The binding affinity (normalized) is 0.815.